Binary Classification. Given a drug SMILES string, predict its activity (active/inactive) in a high-throughput screening assay against a specified biological target. From a dataset of M1 muscarinic receptor antagonist screen with 61,756 compounds. (1) The molecule is O=C(NC(c1[nH]c2c(n1)cccc2)C)Cc1ccccc1. The result is 0 (inactive). (2) The drug is s1nnc(C(=O)N(C(C(=O)NC2CCCC2)c2occc2)Cc2ccccc2)c1. The result is 0 (inactive). (3) The molecule is FC(F)(F)C1(N=C(OC(=N1)N(C)C)N(C)C)C(OCC)=O. The result is 0 (inactive). (4) The result is 0 (inactive). The drug is o1c(NCC(C)C)c(nc1c1ccc(OCC)cc1)C#N. (5) The molecule is S(=O)(=O)(NC1CC(NC(C1)(C)C)(C)C)c1ccccc1. The result is 0 (inactive). (6) The molecule is S(CC(=O)c1ccc(cc1)C)c1oc(nn1)COc1cc(ccc1)C. The result is 0 (inactive).